This data is from Reaction yield outcomes from USPTO patents with 853,638 reactions. The task is: Predict the reaction yield, written as a fraction of the theoretical maximum amount of product (1.0 means a 100% yield; for example, 0.34 means a 34% yield). The reactants are C([O:3][C:4](=O)[CH:5]([C:7]1[N:8]=[C:9]([C:14]2[CH:19]=[CH:18][C:17]([C:20]([F:23])([F:22])[F:21])=[CH:16][CH:15]=2)[S:10][C:11]=1[CH2:12][CH3:13])[CH3:6])C.[H-].[Al+3].[Li+].[H-].[H-].[H-]. The catalyst is O1CCCC1. The product is [CH2:12]([C:11]1[S:10][C:9]([C:14]2[CH:15]=[CH:16][C:17]([C:20]([F:23])([F:22])[F:21])=[CH:18][CH:19]=2)=[N:8][C:7]=1[CH:5]([CH3:6])[CH2:4][OH:3])[CH3:13]. The yield is 0.950.